Dataset: Peptide-MHC class II binding affinity with 134,281 pairs from IEDB. Task: Regression. Given a peptide amino acid sequence and an MHC pseudo amino acid sequence, predict their binding affinity value. This is MHC class II binding data. (1) The peptide sequence is PSNVASHVRVNVYLS. The MHC is DRB1_0802 with pseudo-sequence DRB1_0802. The binding affinity (normalized) is 0.272. (2) The peptide sequence is SRKECPFSNRVWNSF. The MHC is DRB1_1101 with pseudo-sequence DRB1_1101. The binding affinity (normalized) is 0.407. (3) The MHC is HLA-DPA10301-DPB10402 with pseudo-sequence HLA-DPA10301-DPB10402. The binding affinity (normalized) is 0.487. The peptide sequence is KFIPALEAAVKQAYA. (4) The peptide sequence is YPFIEQEGPEFFDQE. The MHC is HLA-DQA10301-DQB10302 with pseudo-sequence HLA-DQA10301-DQB10302. The binding affinity (normalized) is 0.229. (5) The peptide sequence is KKEEKKESGDAASGA. The MHC is DRB1_1302 with pseudo-sequence DRB1_1302. The binding affinity (normalized) is 0. (6) The peptide sequence is QGQWRGAAGTAAQAA. The MHC is DRB1_1101 with pseudo-sequence DRB1_1101. The binding affinity (normalized) is 0.385. (7) The peptide sequence is KSVVVPKLDELGNIV. The binding affinity (normalized) is 0.596. The MHC is DRB1_0101 with pseudo-sequence DRB1_0101.